Dataset: NCI-60 drug combinations with 297,098 pairs across 59 cell lines. Task: Regression. Given two drug SMILES strings and cell line genomic features, predict the synergy score measuring deviation from expected non-interaction effect. (1) Drug 1: C1CN1P(=S)(N2CC2)N3CC3. Drug 2: CC(C)(C#N)C1=CC(=CC(=C1)CN2C=NC=N2)C(C)(C)C#N. Cell line: UACC62. Synergy scores: CSS=23.6, Synergy_ZIP=-4.42, Synergy_Bliss=4.64, Synergy_Loewe=1.57, Synergy_HSA=2.08. (2) Drug 1: CCC1=CC2CC(C3=C(CN(C2)C1)C4=CC=CC=C4N3)(C5=C(C=C6C(=C5)C78CCN9C7C(C=CC9)(C(C(C8N6C)(C(=O)OC)O)OC(=O)C)CC)OC)C(=O)OC.C(C(C(=O)O)O)(C(=O)O)O. Drug 2: CCN(CC)CCNC(=O)C1=C(NC(=C1C)C=C2C3=C(C=CC(=C3)F)NC2=O)C. Cell line: CAKI-1. Synergy scores: CSS=43.5, Synergy_ZIP=-2.91, Synergy_Bliss=-2.59, Synergy_Loewe=-7.80, Synergy_HSA=0.925. (3) Drug 1: CC1C(C(=O)NC(C(=O)N2CCCC2C(=O)N(CC(=O)N(C(C(=O)O1)C(C)C)C)C)C(C)C)NC(=O)C3=C4C(=C(C=C3)C)OC5=C(C(=O)C(=C(C5=N4)C(=O)NC6C(OC(=O)C(N(C(=O)CN(C(=O)C7CCCN7C(=O)C(NC6=O)C(C)C)C)C)C(C)C)C)N)C. Drug 2: CC1CCCC2(C(O2)CC(NC(=O)CC(C(C(=O)C(C1O)C)(C)C)O)C(=CC3=CSC(=N3)C)C)C. Cell line: KM12. Synergy scores: CSS=58.2, Synergy_ZIP=-1.61, Synergy_Bliss=-0.890, Synergy_Loewe=-5.72, Synergy_HSA=0.307. (4) Drug 1: CC(CN1CC(=O)NC(=O)C1)N2CC(=O)NC(=O)C2. Drug 2: C1CC(=O)NC(=O)C1N2C(=O)C3=CC=CC=C3C2=O. Cell line: 786-0. Synergy scores: CSS=7.76, Synergy_ZIP=-1.50, Synergy_Bliss=4.66, Synergy_Loewe=1.91, Synergy_HSA=3.59. (5) Drug 1: COC1=C(C=C2C(=C1)N=CN=C2NC3=CC(=C(C=C3)F)Cl)OCCCN4CCOCC4. Drug 2: C1=NC2=C(N=C(N=C2N1C3C(C(C(O3)CO)O)F)Cl)N. Cell line: U251. Synergy scores: CSS=38.9, Synergy_ZIP=-0.497, Synergy_Bliss=2.40, Synergy_Loewe=3.27, Synergy_HSA=5.04. (6) Drug 1: COC1=NC(=NC2=C1N=CN2C3C(C(C(O3)CO)O)O)N. Drug 2: CC12CCC3C(C1CCC2OP(=O)(O)O)CCC4=C3C=CC(=C4)OC(=O)N(CCCl)CCCl.[Na+]. Cell line: PC-3. Synergy scores: CSS=-4.44, Synergy_ZIP=0.904, Synergy_Bliss=-1.92, Synergy_Loewe=-12.8, Synergy_HSA=-8.77. (7) Drug 1: CCC1(CC2CC(C3=C(CCN(C2)C1)C4=CC=CC=C4N3)(C5=C(C=C6C(=C5)C78CCN9C7C(C=CC9)(C(C(C8N6C)(C(=O)OC)O)OC(=O)C)CC)OC)C(=O)OC)O.OS(=O)(=O)O. Drug 2: C1=NC(=NC(=O)N1C2C(C(C(O2)CO)O)O)N. Cell line: UACC62. Synergy scores: CSS=40.4, Synergy_ZIP=0.117, Synergy_Bliss=0.888, Synergy_Loewe=0.798, Synergy_HSA=0.670.